Dataset: Forward reaction prediction with 1.9M reactions from USPTO patents (1976-2016). Task: Predict the product of the given reaction. Given the reactants [CH2:1]([O:3][C:4](=[O:32])[CH2:5][N:6]1[C:10]([CH3:11])=[C:9]([C:12]2[CH:17]=[CH:16][C:15]([C:18]([F:21])([F:20])[F:19])=[CH:14][C:13]=2[CH2:22][NH:23][CH2:24][C:25]2[CH:30]=[CH:29][CH:28]=[CH:27][CH:26]=2)[C:8]([CH3:31])=[N:7]1)[CH3:2].[CH:33]1([C:36](Cl)=[O:37])[CH2:35][CH2:34]1, predict the reaction product. The product is: [CH2:1]([O:3][C:4](=[O:32])[CH2:5][N:6]1[C:10]([CH3:11])=[C:9]([C:12]2[CH:17]=[CH:16][C:15]([C:18]([F:20])([F:19])[F:21])=[CH:14][C:13]=2[CH2:22][N:23]([CH2:24][C:25]2[CH:30]=[CH:29][CH:28]=[CH:27][CH:26]=2)[C:36]([CH:33]2[CH2:35][CH2:34]2)=[O:37])[C:8]([CH3:31])=[N:7]1)[CH3:2].